The task is: Predict the reactants needed to synthesize the given product.. This data is from Full USPTO retrosynthesis dataset with 1.9M reactions from patents (1976-2016). (1) Given the product [CH3:12][O:11][CH2:10][CH2:9][N:42]1[C:43]([C:45](=[O:47])[CH3:46])=[CH:44][N:40]=[C:41]1[CH3:48], predict the reactants needed to synthesize it. The reactants are: O([CH2:9][CH2:10][O:11][CH3:12])S(C(F)(F)F)(=O)=O.COCCO.FC(F)(F)S(OS(C(F)(F)F)(=O)=O)(=O)=O.C1(C(C2C=CC=CC=2)(C2C=CC=CC=2)[N:40]2[CH:44]=[C:43]([C:45](=[O:47])[CH3:46])[N:42]=[C:41]2[CH3:48])C=CC=CC=1. (2) Given the product [C:1]([NH:5][C:6]([C:8]1[C:16]2[C:11](=[N:12][CH:13]=[C:14]([C:17]3[C:25]4[C:20](=[CH:21][C:22]([F:26])=[CH:23][CH:24]=4)[N:19]([CH2:27][CH2:28][N:29]([CH3:31])[CH3:30])[N:18]=3)[N:15]=2)[NH:10][CH:9]=1)=[O:7])([CH3:4])([CH3:3])[CH3:2], predict the reactants needed to synthesize it. The reactants are: [C:1]([NH:5][C:6]([C:8]1[C:16]2[C:11](=[N:12][CH:13]=[C:14]([C:17]3[C:25]4[C:20](=[CH:21][C:22]([F:26])=[CH:23][CH:24]=4)[N:19]([CH2:27][CH2:28][N:29]([CH3:31])[CH3:30])[N:18]=3)[N:15]=2)[N:10](COCC[Si](C)(C)C)[CH:9]=1)=[O:7])([CH3:4])([CH3:3])[CH3:2].FC(F)(F)C(O)=O. (3) Given the product [CH2:15]([NH:23][CH2:2][CH2:3][C:4]([C:9]1[CH:14]=[CH:13][CH:12]=[CH:11][CH:10]=1)([OH:8])[CH2:5][CH:6]=[CH2:7])[CH2:16][C:17]1[CH:22]=[CH:21][CH:20]=[CH:19][CH:18]=1, predict the reactants needed to synthesize it. The reactants are: Cl[CH2:2][CH2:3][C:4]([C:9]1[CH:14]=[CH:13][CH:12]=[CH:11][CH:10]=1)([OH:8])[CH2:5][CH:6]=[CH2:7].[CH2:15]([NH2:23])[CH2:16][C:17]1[CH:22]=[CH:21][CH:20]=[CH:19][CH:18]=1.C([O-])([O-])=O.[K+].[K+]. (4) Given the product [N:1]([CH2:4][C@@H:5]([NH:15][C:42]([C:40]1[S:39][C:34]2=[N:35][C:36]3[CH2:37][CH2:38][C@@H:29]([C:25]([CH3:27])([CH3:26])[CH3:28])[CH2:30][C:31]=3[CH:32]=[C:33]2[CH:41]=1)=[O:43])[C:6]1[CH:7]=[CH:8][C:9]([N+:12]([O-:14])=[O:13])=[CH:10][CH:11]=1)=[N+:2]=[N-:3], predict the reactants needed to synthesize it. The reactants are: [N:1]([CH2:4][C@@H:5]([NH2:15])[C:6]1[CH:11]=[CH:10][C:9]([N+:12]([O-:14])=[O:13])=[CH:8][CH:7]=1)=[N+:2]=[N-:3].C(N(C(C)C)CC)(C)C.[C:25]([C@@H:29]1[CH2:38][CH2:37][C:36]2[N:35]=[C:34]3[S:39][C:40]([C:42](Cl)=[O:43])=[CH:41][C:33]3=[CH:32][C:31]=2[CH2:30]1)([CH3:28])([CH3:27])[CH3:26].C(Cl)(Cl)=O. (5) Given the product [Br:1][C:2]1[CH:3]=[CH:4][C:5]([OH:11])=[C:6]([CH:10]=1)[C:7]([NH:16][C:15]1[CH:14]=[C:13]([F:12])[CH:19]=[C:18]([F:20])[CH:17]=1)=[O:9], predict the reactants needed to synthesize it. The reactants are: [Br:1][C:2]1[CH:10]=[C:6]([C:7]([OH:9])=O)[C:5]([OH:11])=[CH:4][CH:3]=1.[F:12][C:13]1[CH:14]=[C:15]([CH:17]=[C:18]([F:20])[CH:19]=1)[NH2:16]. (6) The reactants are: CC(C)([O-])C.[Na+].[C:7]([O:14][CH2:15][CH3:16])(=[O:13])[C:8](OCC)=O.[Cl:17][CH2:18][CH2:19][CH2:20][CH2:21][C:22](=O)[CH3:23].C([O-])(=O)C.[K+].C(O)(=O)C(O)=O.[CH2:36]([NH:38][NH2:39])[CH3:37]. Given the product [Cl:17][CH2:18][CH2:19][CH2:20][CH2:21][C:22]1[N:38]([CH2:36][CH3:37])[N:39]=[C:8]([C:7]([O:14][CH2:15][CH3:16])=[O:13])[CH:23]=1, predict the reactants needed to synthesize it. (7) Given the product [CH3:23][CH:24]1[N:29]([C:2]2[CH:3]=[CH:4][C:5]3[N:11]4[CH2:12][C@H:8]([CH2:9][CH2:10]4)[N:7]([C:13](=[O:14])[NH:15][C:16]4[CH:21]=[N:20][CH:19]=[CH:18][N:17]=4)[C:6]=3[N:22]=2)[CH2:28][CH2:27][N:26]([C:30]([O:32][C:33]([CH3:34])([CH3:36])[CH3:35])=[O:31])[CH2:25]1, predict the reactants needed to synthesize it. The reactants are: Cl[C:2]1[CH:3]=[CH:4][C:5]2[N:11]3[CH2:12][C@H:8]([CH2:9][CH2:10]3)[N:7]([C:13]([NH:15][C:16]3[CH:21]=[N:20][CH:19]=[CH:18][N:17]=3)=[O:14])[C:6]=2[N:22]=1.[CH3:23][CH:24]1[NH:29][CH2:28][CH2:27][N:26]([C:30]([O:32][C:33]([CH3:36])([CH3:35])[CH3:34])=[O:31])[CH2:25]1.C([O-])([O-])=O.[Cs+].[Cs+].CC(C1C=C(C(C)C)C(C2C=CC=CC=2P(C2CCCCC2)C2CCCCC2)=C(C(C)C)C=1)C. (8) The reactants are: [CH2:1]([O:5][C:6]1[N:14]=[C:13]2[C:9]([N:10]=[C:11]([O:22][CH3:23])[N:12]2[CH2:15][CH2:16][CH2:17][CH2:18][CH2:19][CH2:20]Cl)=[C:8]([NH2:24])[N:7]=1)[CH2:2][CH2:3][CH3:4].[NH:25]1[CH2:29][CH2:28][CH2:27][CH2:26]1. Given the product [CH2:1]([O:5][C:6]1[N:14]=[C:13]2[C:9]([N:10]=[C:11]([O:22][CH3:23])[N:12]2[CH2:15][CH2:16][CH2:17][CH2:18][CH2:19][CH2:20][N:25]2[CH2:29][CH2:28][CH2:27][CH2:26]2)=[C:8]([NH2:24])[N:7]=1)[CH2:2][CH2:3][CH3:4], predict the reactants needed to synthesize it.